This data is from Catalyst prediction with 721,799 reactions and 888 catalyst types from USPTO. The task is: Predict which catalyst facilitates the given reaction. (1) Reactant: [NH2:1][C:2]1[C:10]2[C:9]([C:11]3[CH:16]=[CH:15][C:14]([Cl:17])=[C:13]([Cl:18])[CH:12]=3)=[N:8][C:7](S(C)=O)=[N:6][C:5]=2[S:4][C:3]=1[C:22]([NH2:24])=[O:23].[NH2:25][CH2:26][C@@H:27]([OH:29])[CH3:28]. Product: [OH:29][C@@H:27]([CH3:28])[CH2:26][NH:25][C:7]1[N:8]=[C:9]([C:11]2[CH:16]=[CH:15][C:14]([Cl:17])=[C:13]([Cl:18])[CH:12]=2)[C:10]2[C:2]([NH2:1])=[C:3]([C:22]([NH2:24])=[O:23])[S:4][C:5]=2[N:6]=1. The catalyst class is: 16. (2) Reactant: Cl[CH2:2][CH2:3][C:4]1[CH:5]=[C:6]2[C:10](=[CH:11][CH:12]=1)[C:9]([CH3:14])([CH3:13])[CH:8]([NH:15][C:16](=[O:18])[CH3:17])[CH2:7]2.Cl[CH2:20][CH2:21][C:22]1[CH:30]=[C:29]2[C:25]([CH2:26][CH:27]([NH:33][C:34](=[O:36])[CH3:35])[C:28]2([CH3:32])[CH3:31])=[CH:24][CH:23]=1.Cl.[N:38]1([C:44]2[C:48]3[CH:49]=[CH:50][CH:51]=[CH:52][C:47]=3[S:46][N:45]=2)[CH2:43][CH2:42][NH:41][CH2:40][CH2:39]1.C(=O)([O-])[O-].[K+].[K+].[I-].[Na+]. The catalyst class is: 10. Product: [S:46]1[C:47]2[CH:52]=[CH:51][CH:50]=[CH:49][C:48]=2[C:44]([N:38]2[CH2:39][CH2:40][N:41]([CH2:2][CH2:3][C:4]3[CH:5]=[C:6]4[C:10](=[CH:11][CH:12]=3)[C:9]([CH3:14])([CH3:13])[CH:8]([NH:15][C:16](=[O:18])[CH3:17])[CH2:7]4)[CH2:42][CH2:43]2)=[N:45]1.[S:46]1[C:47]2[CH:52]=[CH:51][CH:50]=[CH:49][C:48]=2[C:44]([N:38]2[CH2:39][CH2:40][N:41]([CH2:20][CH2:21][C:22]3[CH:30]=[C:29]4[C:25]([CH2:26][CH:27]([NH:33][C:34](=[O:36])[CH3:35])[C:28]4([CH3:32])[CH3:31])=[CH:24][CH:23]=3)[CH2:42][CH2:43]2)=[N:45]1. (3) Product: [F:42][C:2]1([F:1])[CH2:3][CH2:4][CH:5]([N:8]([CH2:38][CH:39]([CH3:40])[CH3:41])[C:9]2[C:14]([NH:15][C:16]([NH:18][C:19]3[CH:20]=[CH:21][C:22]([CH3:25])=[CH:23][CH:24]=3)=[O:17])=[CH:13][C:12]([C:26]3[C:27]([C:33]([OH:35])=[O:34])=[CH:28][CH:29]=[C:30]([F:32])[CH:31]=3)=[C:11]([F:37])[CH:10]=2)[CH2:6][CH2:7]1. The catalyst class is: 193. Reactant: [F:1][C:2]1([F:42])[CH2:7][CH2:6][CH:5]([N:8]([CH2:38][CH:39]([CH3:41])[CH3:40])[C:9]2[C:14]([NH:15][C:16]([NH:18][C:19]3[CH:24]=[CH:23][C:22]([CH3:25])=[CH:21][CH:20]=3)=[O:17])=[CH:13][C:12]([C:26]3[C:27]([C:33]([O:35]C)=[O:34])=[CH:28][CH:29]=[C:30]([F:32])[CH:31]=3)=[C:11]([F:37])[CH:10]=2)[CH2:4][CH2:3]1.[OH-].[Li+]. (4) Reactant: [C:1]([O:4][C:5]([CH3:8])([CH3:7])[CH3:6])(=[O:3])[CH3:2].C([N-]C(C)C)(C)C.[Li+].[C:17]1(=[O:22])[CH2:21][CH2:20][CH2:19][CH2:18]1. Product: [OH:22][C:17]1([CH2:2][C:1]([O:4][C:5]([CH3:8])([CH3:7])[CH3:6])=[O:3])[CH2:21][CH2:20][CH2:19][CH2:18]1. The catalyst class is: 1.